Predict the reaction yield, written as a fraction of the theoretical maximum amount of product (1.0 means a 100% yield; for example, 0.34 means a 34% yield). From a dataset of Reaction yield outcomes from USPTO patents with 853,638 reactions. (1) The product is [Cl:18][C:7]1[C:8](=[O:17])[N:9]2[CH2:13][C:12]([OH:16])([CH2:14][OH:15])[C:11]3=[C:2]([F:1])[CH:3]=[N:4][C:5]([CH:6]=1)=[C:10]23. The yield is 1.30. The reactants are [F:1][C:2]1[CH:3]=[N:4][C:5]2[CH:6]=[CH:7][C:8](=[O:17])[N:9]3[CH2:13][C:12]([OH:16])([CH2:14][OH:15])[C:11]=1[C:10]=23.[Cl:18]N1C(=O)CCC1=O. The catalyst is C(O)(=O)C.O. (2) The reactants are [NH2:1][C:2]1[CH:7]=[CH:6][CH:5]=[CH:4][C:3]=1[OH:8].[Na+].[I-].CN(C)[C:13]1[C:22]2[C:17](=CC=C[C:21]=2N(C)C)C=CC=1.Br[CH2:28][C:29]([O:31][C:32]([CH3:35])([CH3:34])[CH3:33])=[O:30]. The catalyst is CC#N. The product is [C:32]([O:31][C:29](=[O:30])[CH2:28][N:1]([CH2:28][C:29]([O:31][C:22]([CH3:21])([CH3:13])[CH3:17])=[O:30])[C:2]1[CH:7]=[CH:6][CH:5]=[CH:4][C:3]=1[OH:8])([CH3:35])([CH3:34])[CH3:33]. The yield is 0.800.